This data is from Forward reaction prediction with 1.9M reactions from USPTO patents (1976-2016). The task is: Predict the product of the given reaction. (1) Given the reactants [C:1]1([N:7]=[C:8]=[O:9])[CH:6]=[CH:5][CH:4]=[CH:3][CH:2]=1.[NH2:10][CH2:11][CH2:12][CH2:13][CH2:14][N:15]1[C:23]2[C:22]([CH3:24])=[C:21]([CH3:25])[N:20]=[C:19]([NH2:26])[C:18]=2[N:17]=[C:16]1[CH2:27][CH2:28][CH2:29][CH3:30].C(OCC)C, predict the reaction product. The product is: [NH2:26][C:19]1[C:18]2[N:17]=[C:16]([CH2:27][CH2:28][CH2:29][CH3:30])[N:15]([CH2:14][CH2:13][CH2:12][CH2:11][NH:10][C:8]([NH:7][C:1]3[CH:6]=[CH:5][CH:4]=[CH:3][CH:2]=3)=[O:9])[C:23]=2[C:22]([CH3:24])=[C:21]([CH3:25])[N:20]=1. (2) Given the reactants Br[CH2:2][C@H:3]([O:7][C:8]1[CH:13]=[CH:12][C:11]([O:14][CH3:15])=[C:10]([O:16][CH2:17][CH2:18][CH2:19][O:20][CH3:21])[CH:9]=1)[CH:4]([CH3:6])[CH3:5].[C-:22]#[N:23].[Na+].O, predict the reaction product. The product is: [CH3:15][O:14][C:11]1[CH:12]=[CH:13][C:8]([O:7][C@H:3]([CH:4]([CH3:6])[CH3:5])[CH2:2][C:22]#[N:23])=[CH:9][C:10]=1[O:16][CH2:17][CH2:18][CH2:19][O:20][CH3:21]. (3) Given the reactants F[C:2](F)(F)[C:3]([O:5][C:6]1[C:11]([F:12])=[C:10]([F:13])[CH:9]=[C:8]([F:14])[C:7]=1[F:15])=[O:4].[C:18]([N:21]1[C:32]2[C:24](=[C:25]3[C:29](=[CH:30][CH:31]=2)[NH:28]C(C(O)=O)=[CH:26]3)[CH2:23][CH2:22]1)(=[O:20])[NH2:19].C(N(CC)CC)C, predict the reaction product. The product is: [C:18]([N:21]1[C:32]2[C:24](=[C:25]3[C:29](=[CH:30][CH:31]=2)[NH:28][C:2]([C:3]([O:5][C:6]2[C:11]([F:12])=[C:10]([F:13])[CH:9]=[C:8]([F:14])[C:7]=2[F:15])=[O:4])=[CH:26]3)[CH2:23][CH2:22]1)(=[O:20])[NH2:19]. (4) The product is: [Cl:23][C:19]1[CH:18]=[C:17]([C:16]#[C:15][CH:14]([N:11]2[CH2:10][CH2:9][NH:8][CH2:13][CH2:12]2)[CH2:24][CH3:25])[CH:22]=[CH:21][CH:20]=1. Given the reactants C(OC([N:8]1[CH2:13][CH2:12][N:11]([CH:14]([CH2:24][CH3:25])[C:15]#[C:16][C:17]2[CH:22]=[CH:21][CH:20]=[C:19]([Cl:23])[CH:18]=2)[CH2:10][CH2:9]1)=O)(C)(C)C.C(O)(C(F)(F)F)=O.C([O-])(O)=O.[Na+], predict the reaction product.